Task: Regression. Given a target protein amino acid sequence and a drug SMILES string, predict the binding affinity score between them. We predict pKi (pKi = -log10(Ki in M); higher means stronger inhibition). Dataset: bindingdb_ki.. Dataset: Drug-target binding data from BindingDB using Ki measurements (1) The drug is CS(=O)(=O)Nc1cc([C@@H](O)CNCC(=O)Nc2ccccc2)ccc1O. The target protein (P13945) has sequence MAPWPHENSSLAPWPDLPTLAPNTANTSGLPGVPWEAALAGALLALAVLATVGGNLLVIVAIAWTPRLQTMTNVFVTSLAAADLVMGLLVVPPAATLALTGHWPLGATGCELWTSVDVLCVTASIETLCALAVDRYLAVTNPLRYGALVTKRCARTAVVLVWVVSAAVSFAPIMSQWWRVGADAEAQRCHSNPRCCAFASNMPYVLLSSSVSFYLPLLVMLFVYARVFVVATRQLRLLRGELGRFPPEESPPAPSRSLAPAPVGTCAPPEGVPACGRRPARLLPLREHRALCTLGLIMGTFTLCWLPFFLANVLRALGGPSLVPGPAFLALNWLGYANSAFNPLIYCRSPDFRSAFRRLLCRCGRRLPPEPCAAARPALFPSGVPAARSSPAQPRLCQRLDGASWGVS. The pKi is 5.1. (2) The small molecule is CC[C@H](C)[C@@H](C(=O)N[C@H]1CCc2cccc3c2N(C1=O)[C@H](C(=O)N[C@@H](CC(=O)O)C(=O)c1nnc(-c2ccccc2)o1)C3)N(C)C(C)=O. The target protein (P10144) has sequence MQPILLLLAFLLLPRADAGEIIGGHEAKPHSRPYMAYLMIWDQKSLKRCGGFLIRDDFVLTAAHCWGSSINVTLGAHNIKEQEPTQQFIPVKRPIPHPAYNPKNFSNDIMLLQLERKAKRTRAVQPLRLPSNKAQVKPGQTCSVAGWGQTAPLGKHSHTLQEVKMTVQEDRKCESDLRHYYDSTIELCVGDPEIKKTSFKGDSGGPLVCNKVAQGIVSYGRNNGMPPRACTKVSSFVHWIKKTMKRY. The pKi is 8.2. (3) The drug is CC(C)c1nc(CN(C)C(=O)N[C@H](C(=O)N[C@@H](Cc2ccccc2)C[C@H](O)[C@H](Cc2ccccc2)NC(=O)OCc2cncs2)C(C)C)cs1. The target protein sequence is PQVTLWQRPLVTIKIGGQLREALLDTGADDTIFEEISLPGRWKPKIIGGIGGFIKVRQYDQIPIEICGHKVIGTVLVGPTPANIIGRNLMTQIGCTLNF. The pKi is 7.2. (4) The drug is Nc1nnc(S(N)(=O)=O)s1. The target protein (Q5AJ71) has sequence MGRENILKYQLEHDHESDLVTEKDQSLLLDNNNNLNGMNNTIKTHPVRVSSGNHNNFPFTLSSESTLQDFLNNNKFFVDSIKHNHGNQIFDLNGQGQSPHTLWIGCSDSRAGDQCLATLPGEIFVHRNIANIVNANDISSQGVIQFAIDVLKVKKIIVCGHTDCGGIWASLSKKKIGGVLDLWLNPVRHIRAANLKLLEEYNQDPKLKAKKLAELNVISSVTALKRHPSASVALKKNEIEVWGMLYDVATGYLSQVEIPQDEFEDLFHVHDEHDEEEYNPH. The pKi is 6.1. (5) The drug is O=[N+]([O-])c1ccc(O[N-]C2=[O+]C(CO)C(O)C(O)C2O)c([N+](=O)[O-])c1. The target protein (O00462) has sequence MRLHLLLLLALCGAGTTAAELSYSLRGNWSICNGNGSLELPGAVPGCVHSALFQQGLIQDSYYRFNDLNYRWVSLDNWTYSKEFKIPFEISKWQKVNLILEGVDTVSKILFNEVTIGETDNMFNRYSFDITNVVRDVNSIELRFQSAVLYAAQQSKAHTRYQVPPDCPPLVQKGECHVNFVRKEQCSFSWDWGPSFPTQGIWKDVRIEAYNICHLNYFTFSPIYDKSAQEWNLEIESTFDVVSSKPVGGQVIVAIPKLQTQQTYSIELQPGKRIVELFVNISKNITVETWWPHGHGNQTGYNMTVLFELDGGLNIEKSAKVYFRTVELIEEPIKGSPGLSFYFKINGFPIFLKGSNWIPADSFQDRVTSELLRLLLQSVVDANMNTLRVWGGGIYEQDEFYELCDELGIMVWQDFMFACALYPTDQGFLDSVTAEVAYQIKRLKSHPSIIIWSGNNENEEALMMNWYHISFTDRPIYIKDYVTLYVKNIRELVLAGDKSR.... The pKi is 5.0. (6) The compound is COC(=O)[C@H]1[C@@H](O)CC[C@H]2CN3CCc4c([nH]c5ccccc45)[C@@H]3C[C@@H]21. The target protein (O77715) has sequence AIAAVITFLILFTIFGNALVILAVLTSRSLRAPQNLFLVSLAAADILVATLIIPFSLANELLGYWYFRHTWCEVYLALDVLFCTSSIVHLCAISLDRYWSVSRALEYNSKRTPRRIKGIILTVWLIAAFISLPPLIYKGDKGKKPGGRPQCKLNEEAWYILSSSIGSFFAPCLIMILVYLRIYLIAKRRNRQGPHGKQAPGDGDTGPSALGGTSTISKLPPSILPAVGEANGHSKPPGEREGGEQMGDPTSPSTPPNQSSVGPEDGSQKQEEEEEEEEEEEEECGPPAPPTSSSLQGTPNFQPSQGSQVLATLRGQVLLARGPASLGLQPWRRRTQMNREKRFTFVLAVVIGVFVLCWFPFFFSYSLGAICPQHCKVPHGLF. The pKi is 9.8. (7) The drug is O=C(CCCCO[C@@H]1O[C@@H](CO)[C@H](O)[C@H](O)[C@@H]1O)NCCCNC(=O)CCOCC(COCCC(=O)NCCCNC(=O)CCCCO[C@@H]1O[C@@H](CO)[C@H](O)[C@H](O)[C@@H]1O)(COCCC(=O)NCCCNC(=O)CCCCO[C@@H]1O[C@@H](CO)[C@H](O)[C@H](O)[C@@H]1O)NC(=O)CNC(=O)OCc1ccccc1. The target protein (P34927) has sequence MTKDYQDFQHLDNDNDHHQLRRGPPPTPRLLQRLCSGSRLLLLSSSLSILLLVVVCVITSQNSQLREDLLALRQNFSNLTVSTEDQVKALSTQGSSVGRKMKLVESKLEKQQKDLTEDHSSLLLHVKQLVSDVRSLSCQMAAFRGNGSERTCCPINWVEYEGSCYWFSSSVRPWTEADKYCQLENAHLVVVTSRDEQNFLQRHMGPLNTWIGLTDQNGPWKWVDGTDYETGFQNWRPEQPDNWYGHGLGGGEDCAHFTTDGRWNDDVCRRPYRWVCETKLDKAN. The pKi is 7.0. (8) The compound is Cc1cccc(C)c1OCC(=O)N[C@@H](Cc1ccccc1)[C@@H](O)C[C@H](Cc1ccccc1)NC(=O)[C@H](C(C)C)N1CCCNC1=O. The target protein sequence is PQITLWKRPIVTIRIGGQLKEALLDTGADDTVLEEMNLPGKWKPKMIVGIGGFVKVRQYDQIPIEICGHKAIGTVLVGPTPANIIGRNLLTQIGCTLNF. The pKi is 8.2. (9) The compound is O=C(CCCN1CCC2(CC1)C(=O)NCN2c1ccccc1)c1ccc(F)cc1. The target protein (Q9WU25) has sequence MVFLSGNASDSSNCTQPPAPVNIPKAILLGVILGVLILFGVPGNILVILSVACHRHLHSVTHYYIVNLAVADLLLTSTVLPFSAIFEILGYWAFGRVFCNIWAAVDVLCCTASIMSLCIISIDRYIGVSYPLRYPTIVTQRRGLRALLCLWALSLVISIGPLFGWRQPAPQDETICQINEDPSYVLFSALGSFYVPLAIILVMYCRVYVVAKRESRGLTSGLKTDKSDSEQVTLRIHRKNAPLGGSGVASSKNKTHFSVRLLKFSREKKAAKTLGIVVGCFVLCWLPFFLVMPIGSFFPDFKPSETVFKIVFWLGYLNSCINPIIYPCSSQEFKKAFQNVLKIQCLRRKQSSKHALGYTLHPPSQAVEGQHKDMVRIPVGSRETFYKISKTDGVCEWKFFSSMPRGSARITVPKDQSACTTARVRSKSFLQVCCCVGPSTPNPGENHQVPTIKIHTISLSENGEEV. The pKi is 7.9.